From a dataset of TCR-epitope binding with 47,182 pairs between 192 epitopes and 23,139 TCRs. Binary Classification. Given a T-cell receptor sequence (or CDR3 region) and an epitope sequence, predict whether binding occurs between them. (1) The epitope is GLCTLVAML. The TCR CDR3 sequence is CASSHVGGYEQYF. Result: 1 (the TCR binds to the epitope). (2) The epitope is FPPTSFGPL. The TCR CDR3 sequence is CASSQEFGSGYGYTF. Result: 1 (the TCR binds to the epitope).